From a dataset of Forward reaction prediction with 1.9M reactions from USPTO patents (1976-2016). Predict the product of the given reaction. (1) Given the reactants [CH:1]1([CH2:7][N:8]2[C:16](=[O:17])[C:15]3[N:14]=[C:13]([C:18]4[CH:26]=[CH:25][CH:24]=[CH:23][C:19]=4C(O)=O)[NH:12][C:11]=3[N:10]([CH2:27][CH:28]3[CH2:33][CH2:32][CH2:31][CH2:30][CH2:29]3)[C:9]2=[O:34])[CH2:6][CH2:5][CH2:4][CH2:3][CH2:2]1.C(OC(=O)C(Br)C(C1C=CC([C:48]2[NH:49][C:50]3N(CC4CCCCC4)C(=O)N(CC4CCCCC4)C(=O)[C:55]=3[N:56]=2)=CC=1)Br)C, predict the reaction product. The product is: [CH:1]1([CH2:7][N:8]2[C:16](=[O:17])[C:15]3[N:14]=[C:13]([C:18]4[CH:19]=[CH:23][CH:24]=[C:25](/[CH:11]=[CH:15]/[C:16]([N:49]5[CH:50]=[CH:55][N:56]=[CH:48]5)=[O:17])[CH:26]=4)[NH:12][C:11]=3[N:10]([CH2:27][CH:28]3[CH2:29][CH2:30][CH2:31][CH2:32][CH2:33]3)[C:9]2=[O:34])[CH2:2][CH2:3][CH2:4][CH2:5][CH2:6]1. (2) Given the reactants Cl.O1CCOCC1.C([O:12][C:13](=[O:51])[CH2:14][CH2:15][N:16](C(OC(C)(C)C)=O)[CH2:17][C:18]([N:20]1[C:28]2[C:23](=[CH:24][C:25]([O:29][CH2:30][C:31]3[CH:36]=[CH:35][C:34]([C:37]4[CH:42]=[CH:41][CH:40]=[CH:39][CH:38]=4)=[C:33]([Cl:43])[CH:32]=3)=[CH:26][CH:27]=2)[CH2:22][CH2:21]1)=[O:19])(C)(C)C, predict the reaction product. The product is: [ClH:43].[Cl:43][C:33]1[CH:32]=[C:31]([CH2:30][O:29][C:25]2[CH:24]=[C:23]3[C:28](=[CH:27][CH:26]=2)[N:20]([C:18](=[O:19])[CH2:17][NH:16][CH2:15][CH2:14][C:13]([OH:51])=[O:12])[CH2:21][CH2:22]3)[CH:36]=[CH:35][C:34]=1[C:37]1[CH:38]=[CH:39][CH:40]=[CH:41][CH:42]=1. (3) Given the reactants O.[Na].[CH3:3][CH:4]([C:7](=O)[CH3:8])[CH:5]=O.[C:10]([CH2:12][C:13]([NH2:15])=[O:14])#[N:11].C([O-])(=O)C.[NH2+]1CCCCC1, predict the reaction product. The product is: [C:10]([C:12]1[C:13](=[O:14])[NH:15][C:7]([CH3:8])=[C:4]([CH3:5])[CH:3]=1)#[N:11].